This data is from Human liver microsome stability data. The task is: Regression/Classification. Given a drug SMILES string, predict its absorption, distribution, metabolism, or excretion properties. Task type varies by dataset: regression for continuous measurements (e.g., permeability, clearance, half-life) or binary classification for categorical outcomes (e.g., BBB penetration, CYP inhibition). Dataset: hlm. (1) The compound is CS(=O)(=O)Nc1ccc2c(c1)S(=O)(=O)NC(C1=C(O)[C@H]3CCC[C@H]3N(Cc3ccc(F)c(F)c3)C1=O)=N2. The result is 0 (unstable in human liver microsomes). (2) The molecule is COc1ccc(C(=O)NCc2cccc(C(=O)Nc3ccc(CN(C)C)cc3)c2)cc1OC. The result is 0 (unstable in human liver microsomes). (3) The compound is Cc1cc(Nc2cccc(Cl)c2)n2ncnc2n1. The result is 0 (unstable in human liver microsomes). (4) The molecule is Cc1cccc(N2CCC(C(=O)Nc3ccc4c(c3)NC(=O)CO4)CC2)c1C. The result is 0 (unstable in human liver microsomes). (5) The molecule is COc1cc(F)cc2nc3ccc(Oc4ccc(OC(F)(F)F)cc4)cc3c(O)c12. The result is 0 (unstable in human liver microsomes). (6) The drug is C[C@@H]1C[C@H](N)C[C@H](c2ccncc2NC(=O)c2ccc(F)c(-c3ccccc3F)n2)C1. The result is 0 (unstable in human liver microsomes). (7) The drug is CNC(=O)c1cc(N)c(Nc2ccc(C#N)cc2)cc1Oc1c(C)cc(C=CC#N)cc1C. The result is 0 (unstable in human liver microsomes). (8) The drug is Cc1ccc(S(=O)(=O)N2CCC(C(=O)Nc3ccc4ccccc4c3)CC2)c(C)c1. The result is 1 (stable in human liver microsomes). (9) The drug is COc1cc2c(N3CCN(C(=O)Nc4ccc(C#N)cc4)CC3)ncnc2cc1OCCCN1CCCC1. The result is 0 (unstable in human liver microsomes).